Dataset: Full USPTO retrosynthesis dataset with 1.9M reactions from patents (1976-2016). Task: Predict the reactants needed to synthesize the given product. (1) Given the product [CH3:15][C:13]1([CH3:16])[CH2:14][CH:9]([NH:8][C:4]2[N:3]=[C:2]([C:27]3[CH:32]=[CH:31][C:30]([CH2:33][CH2:34][C:35](=[O:37])[CH3:36])=[CH:29][CH:28]=3)[CH:7]=[CH:6][N:5]=2)[CH2:10][C:11]([CH3:18])([CH3:17])[NH:12]1, predict the reactants needed to synthesize it. The reactants are: Cl[C:2]1[CH:7]=[CH:6][N:5]=[C:4]([NH:8][CH:9]2[CH2:14][C:13]([CH3:16])([CH3:15])[NH:12][C:11]([CH3:18])([CH3:17])[CH2:10]2)[N:3]=1.CC1(C)C(C)(C)OB([C:27]2[CH:32]=[CH:31][C:30]([CH2:33][CH2:34][C:35](=[O:37])[CH3:36])=[CH:29][CH:28]=2)O1. (2) Given the product [F:66][C:67]1[CH:68]=[CH:69][C:70]([C:73]2[S:77][C:76]([CH3:78])=[N:75][C:74]=2[C:79]([N:1]2[CH2:6][CH2:5][CH2:4][CH2:3][CH:2]2[CH2:7][C:8]2[N:16]=[C:11]3[CH:12]=[CH:13][CH:14]=[CH:15][N:10]3[N:9]=2)=[O:80])=[CH:71][CH:72]=1, predict the reactants needed to synthesize it. The reactants are: [NH:1]1[CH2:6][CH2:5][CH2:4][CH2:3][CH:2]1[CH2:7][C:8]1[N:16]=[C:11]2[CH2:12][CH2:13][CH2:14][CH2:15][N:10]2[N:9]=1.N1CCCCC1CC1N=C2C=CC=CN2N=1.CN(C(ON1N=NC2C=CC=NC1=2)=[N+](C)C)C.F[P-](F)(F)(F)(F)F.C(N(CC)C(C)C)(C)C.[F:66][C:67]1[CH:72]=[CH:71][C:70]([C:73]2[S:77][C:76]([CH3:78])=[N:75][C:74]=2[C:79](O)=[O:80])=[CH:69][CH:68]=1. (3) Given the product [O:52]=[C:48]1[NH:49][CH2:50][CH2:51][N:46]([CH2:45][C:43]2[N:44]=[C:40]([NH:37][C:4]([C:6]3[C:7]4[N:8]=[CH:9][CH:10]=[N:11][C:12]=4[C:13]([C:16]4[C:17]([F:27])=[C:18]([O:25][CH3:26])[CH:19]=[C:20]([O:23][CH3:24])[C:21]=4[F:22])=[CH:14][CH:15]=3)=[O:5])[NH:41][CH:42]=2)[CH2:47]1, predict the reactants needed to synthesize it. The reactants are: C(O[C:4]([C:6]1[C:7]2[N:8]=[CH:9][CH:10]=[N:11][C:12]=2[C:13]([C:16]2[C:21]([F:22])=[C:20]([O:23][CH3:24])[CH:19]=[C:18]([O:25][CH3:26])[C:17]=2[F:27])=[CH:14][CH:15]=1)=[O:5])C.CO.C1COCC1.CO.[N+:37]([C:40]1[NH:41][CH:42]=[C:43]([CH2:45][N:46]2[CH2:51][CH2:50][NH:49][C:48](=[O:52])[CH2:47]2)[N:44]=1)([O-])=O.